From a dataset of Retrosynthesis with 50K atom-mapped reactions and 10 reaction types from USPTO. Predict the reactants needed to synthesize the given product. (1) Given the product CCCN(CCC)Cc1nc(-c2ncn3c2[C@@H]2CCCN2C(=O)c2ccccc2-3)no1, predict the reactants needed to synthesize it. The reactants are: CCCNCCC.O=C1c2ccccc2-n2cnc(-c3noc(CCl)n3)c2[C@@H]2CCCN12. (2) Given the product Cc1nc(COCC(F)(F)F)oc1C(C)(C)O[SiH2]C(C)(C)C, predict the reactants needed to synthesize it. The reactants are: Cc1nc(CCl)oc1C(C)(C)O[SiH2]C(C)(C)C.OCC(F)(F)F. (3) The reactants are: Clc1ccc(-n2cccn2)cc1.O=C([O-])O. Given the product O=Cc1cnn(-c2ccc(Cl)cc2)c1, predict the reactants needed to synthesize it. (4) Given the product C/C(=C\[C@H](C(C)C)N(C)C(=O)[C@@H](NC(=O)[C@@H](N)Cc1cccc2ccccc12)C(C)(C)C)C(=O)O, predict the reactants needed to synthesize it. The reactants are: C/C(=C\[C@H](C(C)C)N(C)C(=O)[C@@H](NC(=O)[C@H](Cc1cccc2ccccc12)NC(=O)OC(C)(C)C)C(C)(C)C)C(=O)O. (5) Given the product CC1(c2cccc(C=O)c2)COC1, predict the reactants needed to synthesize it. The reactants are: CC1(c2cccc(Br)c2)COC1.CN(C)C=O. (6) Given the product COC1N=C(c2ccccc2)c2cc(Cl)ccc2-n2nc(C(N)=O)nc21, predict the reactants needed to synthesize it. The reactants are: CO.NC(=O)c1nc2n(n1)-c1ccc(Cl)cc1C(c1ccccc1)=NC2O. (7) Given the product Cc1ncc(-c2ccnc(NC3CCC(N)CC3)n2)n1C(C)C, predict the reactants needed to synthesize it. The reactants are: Cc1ncc(-c2ccnc(Cl)n2)n1C(C)C.NC1CCC(N)CC1. (8) Given the product N#Cc1ccc2c(c1)c1c(n2Cc2ccsn2)C[C@H](N)C1, predict the reactants needed to synthesize it. The reactants are: CC(C)(C)OC(=O)N[C@@H]1Cc2c(n(Cc3ccsn3)c3ccc(C#N)cc23)C1. (9) The reactants are: COc1ccc(CCNC(=O)C(=CO)c2ccc(C)cc2)cc1OC.FCBr. Given the product COc1ccc(CCNC(=O)C(=COCF)c2ccc(C)cc2)cc1OC, predict the reactants needed to synthesize it.